This data is from NCI-60 drug combinations with 297,098 pairs across 59 cell lines. The task is: Regression. Given two drug SMILES strings and cell line genomic features, predict the synergy score measuring deviation from expected non-interaction effect. Drug 1: CC(C)CN1C=NC2=C1C3=CC=CC=C3N=C2N. Drug 2: C(CCl)NC(=O)N(CCCl)N=O. Cell line: HCT116. Synergy scores: CSS=1.29, Synergy_ZIP=-0.524, Synergy_Bliss=0.734, Synergy_Loewe=-2.17, Synergy_HSA=-2.56.